This data is from Full USPTO retrosynthesis dataset with 1.9M reactions from patents (1976-2016). The task is: Predict the reactants needed to synthesize the given product. (1) Given the product [F:16][C:13]1[CH:14]=[CH:15][C:10]([C:9]([NH:8][CH2:7][C@H:2]2[N:3]([C:24]([C:22]3[N:23]=[C:19]([CH3:18])[S:20][C:21]=3[C:27]3[CH:28]=[C:29]([CH3:33])[CH:30]=[CH:31][CH:32]=3)=[O:25])[CH2:4][C@@H:5]3[C@H:1]2[CH2:6]3)=[O:17])=[CH:11][CH:12]=1, predict the reactants needed to synthesize it. The reactants are: [C@@H:1]12[CH2:6][C@@H:5]1[CH2:4][NH:3][C@@H:2]2[CH2:7][NH:8][C:9](=[O:17])[C:10]1[CH:15]=[CH:14][C:13]([F:16])=[CH:12][CH:11]=1.[CH3:18][C:19]1[S:20][C:21]([C:27]2[CH:28]=[C:29]([CH3:33])[CH:30]=[CH:31][CH:32]=2)=[C:22]([C:24](O)=[O:25])[N:23]=1. (2) Given the product [CH3:33][O:34][C:35](=[O:86])[NH:36][C@H:37]([C:41]([N:43]1[CH2:47][CH2:46][CH2:45][C@H:44]1[C:48]1[NH:49][CH:50]=[C:51]([C:53]2[CH:58]=[CH:57][C:56]([C:59]3[CH:64]=[C:63]([Cl:65])[C:62]([NH:66][C:67]([C:69]4[CH:70]=[N:71][C:72]([N:75]5[CH2:80][CH2:79][N:78]([C:5]([C@H:3]6[CH2:4][C:2]6([CH3:8])[CH3:1])=[O:6])[CH2:77][C@H:76]5[CH3:81])=[CH:73][CH:74]=4)=[O:68])=[CH:61][C:60]=3[C:82]([F:84])([F:85])[F:83])=[CH:55][CH:54]=2)[N:52]=1)=[O:42])[CH:38]([CH3:40])[CH3:39], predict the reactants needed to synthesize it. The reactants are: [CH3:1][C:2]1([CH3:8])[CH2:4][C@@H:3]1[C:5](O)=[O:6].CN(C(ON1N=NC2C=CC=NC1=2)=[N+](C)C)C.F[P-](F)(F)(F)(F)F.[CH3:33][O:34][C:35](=[O:86])[NH:36][C@H:37]([C:41]([N:43]1[CH2:47][CH2:46][CH2:45][C@H:44]1[C:48]1[NH:49][CH:50]=[C:51]([C:53]2[CH:58]=[CH:57][C:56]([C:59]3[CH:64]=[C:63]([Cl:65])[C:62]([NH:66][C:67]([C:69]4[CH:70]=[N:71][C:72]([N:75]5[CH2:80][CH2:79][NH:78][CH2:77][C@H:76]5[CH3:81])=[CH:73][CH:74]=4)=[O:68])=[CH:61][C:60]=3[C:82]([F:85])([F:84])[F:83])=[CH:55][CH:54]=2)[N:52]=1)=[O:42])[CH:38]([CH3:40])[CH3:39].C(N(CC)C(C)C)(C)C.